Dataset: Full USPTO retrosynthesis dataset with 1.9M reactions from patents (1976-2016). Task: Predict the reactants needed to synthesize the given product. (1) Given the product [OH:21][C:3]1[C:4]([C:12]([NH:14][CH2:15][C:16]([OH:18])=[O:17])=[O:13])=[C:5]2[C:10](=[CH:11][C:2]=1[C:25]1[CH:26]=[CH:27][N:22]=[CH:23][CH:24]=1)[N:9]=[CH:8][CH:7]=[N:6]2, predict the reactants needed to synthesize it. The reactants are: Br[C:2]1[CH:11]=[C:10]2[C:5]([N:6]=[CH:7][CH:8]=[N:9]2)=[C:4]([C:12]([NH:14][CH2:15][C:16]([O:18]CC)=[O:17])=[O:13])[C:3]=1[OH:21].[N:22]1[CH:27]=[CH:26][C:25](B(O)O)=[CH:24][CH:23]=1.C(=O)([O-])[O-].[K+].[K+]. (2) Given the product [BrH:34].[C:1]([C:4]1[C:12]2[C:11]([CH3:13])=[C:10]([C:14]([NH:16][C:17]3[CH:26]=[C:25]([C:27]([OH:30])([CH3:29])[CH3:28])[C:24]4[C:19](=[CH:20][CH:21]=[CH:22][CH:23]=4)[N:18]=3)=[O:15])[S:9][C:8]=2[C:7]([C:31](=[O:33])[CH3:32])=[CH:6][CH:5]=1)(=[O:3])[CH3:2], predict the reactants needed to synthesize it. The reactants are: [C:1]([C:4]1[C:12]2[C:11]([CH3:13])=[C:10]([C:14]([NH:16][C:17]3[CH:26]=[C:25]([C:27]([OH:30])([CH3:29])[CH3:28])[C:24]4[C:19](=[CH:20][CH:21]=[CH:22][CH:23]=4)[N:18]=3)=[O:15])[S:9][C:8]=2[C:7]([C:31](=[O:33])[CH3:32])=[CH:6][CH:5]=1)(=[O:3])[CH3:2].[BrH:34]. (3) Given the product [CH:31]1([CH2:30][O:29][C:21]2[CH:22]=[CH:23][C:24]([CH:26]([F:28])[F:27])=[CH:25][C:20]=2[C:19]2[C:14]3[NH:13][C:12]([CH3:34])=[C:11]([C:9]([NH:8][C@H:5]4[CH2:6][CH2:7][C@H:3]([NH:2][C:35](=[O:38])[CH2:36][CH3:37])[CH2:4]4)=[O:10])[C:15]=3[N:16]=[CH:17][N:18]=2)[CH2:33][CH2:32]1, predict the reactants needed to synthesize it. The reactants are: Cl.[NH2:2][C@H:3]1[CH2:7][CH2:6][C@H:5]([NH:8][C:9]([C:11]2[C:15]3[N:16]=[CH:17][N:18]=[C:19]([C:20]4[CH:25]=[C:24]([CH:26]([F:28])[F:27])[CH:23]=[CH:22][C:21]=4[O:29][CH2:30][CH:31]4[CH2:33][CH2:32]4)[C:14]=3[NH:13][C:12]=2[CH3:34])=[O:10])[CH2:4]1.[C:35](Cl)(=[O:38])[CH2:36][CH3:37]. (4) Given the product [CH3:1][O:2][C:3](=[O:15])[CH2:4][C:5]1[CH:10]=[CH:9][CH:8]=[C:7]([C:11]#[N:12])[C:6]=1[Cl:14], predict the reactants needed to synthesize it. The reactants are: [CH3:1][O:2][C:3](=[O:15])[CH2:4][C:5]1[CH:10]=[CH:9][CH:8]=[C:7]([C:11](=O)[NH2:12])[C:6]=1[Cl:14].CCN(CC)CC.FC(F)(F)S(OS(C(F)(F)F)(=O)=O)(=O)=O. (5) Given the product [Cl:1][C:2]1[CH:9]=[CH:8][C:5]([CH:6]=[O:7])=[C:4]([O:12][CH3:11])[CH:3]=1, predict the reactants needed to synthesize it. The reactants are: [Cl:1][C:2]1[CH:9]=[CH:8][C:5]([CH:6]=[O:7])=[C:4](F)[CH:3]=1.[CH3:11][O-:12].[Na+]. (6) Given the product [CH3:20][N:9]([CH2:10][C:11]([C:13]1[CH:14]=[CH:15][C:16]([Cl:19])=[CH:17][CH:18]=1)=[CH2:12])[NH:8][C:6]([O:5][C:1]([CH3:4])([CH3:2])[CH3:3])=[O:7], predict the reactants needed to synthesize it. The reactants are: [C:1]([O:5][C:6]([NH:8][NH:9][CH2:10][C:11]([C:13]1[CH:18]=[CH:17][C:16]([Cl:19])=[CH:15][CH:14]=1)=[CH2:12])=[O:7])([CH3:4])([CH3:3])[CH3:2].[CH:20](N(CC)C(C)C)(C)C.CI.